Dataset: TCR-epitope binding with 47,182 pairs between 192 epitopes and 23,139 TCRs. Task: Binary Classification. Given a T-cell receptor sequence (or CDR3 region) and an epitope sequence, predict whether binding occurs between them. (1) The epitope is EILDITPCSF. The TCR CDR3 sequence is CASMTHNTGELFF. Result: 0 (the TCR does not bind to the epitope). (2) The epitope is VVYRGTTTY. The TCR CDR3 sequence is CATSDLGTSYGYTF. Result: 0 (the TCR does not bind to the epitope). (3) The epitope is RIFTIGTVTLK. The TCR CDR3 sequence is CASSQVRETYEQYF. Result: 1 (the TCR binds to the epitope). (4) The epitope is ITEEVGHTDLMAAY. The TCR CDR3 sequence is CASSLVQGAYTGELFF. Result: 1 (the TCR binds to the epitope). (5) The epitope is SEISMDNSPNL. The TCR CDR3 sequence is CASSFGSGNTIYF. Result: 0 (the TCR does not bind to the epitope). (6) The epitope is FVDGVPFVV. The TCR CDR3 sequence is CASSGPGTEQYF. Result: 1 (the TCR binds to the epitope).